From a dataset of Full USPTO retrosynthesis dataset with 1.9M reactions from patents (1976-2016). Predict the reactants needed to synthesize the given product. (1) Given the product [Br:1][C:2]1[CH:3]=[C:4]([CH:8]([C:16]2[CH:21]=[CH:20][CH:19]=[CH:18][C:17]=2[CH3:22])[CH2:9][C:10]([C:24]2[CH:25]=[N:26][CH:27]=[C:28]([Br:30])[CH:29]=2)=[O:11])[CH:5]=[CH:6][CH:7]=1, predict the reactants needed to synthesize it. The reactants are: [Br:1][C:2]1[CH:3]=[C:4]([CH:8]([C:16]2[CH:21]=[CH:20][CH:19]=[CH:18][C:17]=2[CH3:22])[CH2:9][C:10](N(OC)C)=[O:11])[CH:5]=[CH:6][CH:7]=1.Br[C:24]1[CH:25]=[N:26][CH:27]=[C:28]([Br:30])[CH:29]=1.C([Mg]Br)(C)C. (2) Given the product [CH3:1][O:2][C:3](=[O:24])[CH2:4][C:5]1[C:6](=[O:23])[N:7]([CH2:16][C:17]2[CH:22]=[CH:21][CH:20]=[CH:19][CH:18]=2)[C:8]2[C:13]([CH:14]=1)=[CH:12][CH:11]=[C:10]([O:15][CH2:39][CH2:38][CH2:37][NH:36][C:35]([O:34][C:30]([CH3:31])([CH3:33])[CH3:32])=[O:41])[CH:9]=2, predict the reactants needed to synthesize it. The reactants are: [CH3:1][O:2][C:3](=[O:24])[CH2:4][C:5]1[C:6](=[O:23])[N:7]([CH2:16][C:17]2[CH:22]=[CH:21][CH:20]=[CH:19][CH:18]=2)[C:8]2[C:13]([CH:14]=1)=[CH:12][CH:11]=[C:10]([OH:15])[CH:9]=2.COC(=O)C.[C:30]([O:34][C:35](=[O:41])[NH:36][CH2:37][CH2:38][CH2:39]Br)([CH3:33])([CH3:32])[CH3:31]. (3) Given the product [CH3:12][S:9]([C:6]1[CH:7]=[CH:8][C:3]([CH2:2][O:17][N:18]2[C:22](=[O:23])[C:21]3[C:20](=[CH:27][CH:26]=[CH:25][CH:24]=3)[C:19]2=[O:28])=[CH:4][CH:5]=1)(=[O:11])=[O:10], predict the reactants needed to synthesize it. The reactants are: Cl[CH2:2][C:3]1[CH:8]=[CH:7][C:6]([S:9]([CH3:12])(=[O:11])=[O:10])=[CH:5][CH:4]=1.CS(C)=O.[OH:17][N:18]1[C:22](=[O:23])[C:21]2=[CH:24][CH:25]=[CH:26][CH:27]=[C:20]2[C:19]1=[O:28].C(=O)([O-])[O-].[K+].[K+]. (4) Given the product [CH3:15][S:16][CH2:9][CH2:8][CH2:7][C:4]1[CH:3]=[CH:2][N:1]=[CH:6][CH:5]=1, predict the reactants needed to synthesize it. The reactants are: [N:1]1[CH:6]=[CH:5][C:4]([CH2:7][CH2:8][CH2:9]OS(C)(=O)=O)=[CH:3][CH:2]=1.[CH3:15][S-:16].[Na+]. (5) Given the product [CH2:5]([O:7][C:8](=[O:16])[CH2:9][C:10]1[N:11]=[C:12]([Br:17])[S:13][CH:14]=1)[CH3:6], predict the reactants needed to synthesize it. The reactants are: N([O-])=O.[Na+].[CH2:5]([O:7][C:8](=[O:16])[CH2:9][C:10]1[N:11]=[C:12](N)[S:13][CH:14]=1)[CH3:6].[Br-:17].[Na+].Cl. (6) Given the product [ClH:1].[Cl:1][C:2]1[C:7]2[O:8][C:9]3[CH2:14][CH2:13][NH:12][CH:11]([C:15]([N:17]([CH3:19])[CH3:18])=[O:16])[C:10]=3[C:6]=2[CH:5]=[C:4]([S:20]([C:23]2[CH:28]=[CH:27][CH:26]=[CH:25][CH:24]=2)(=[O:22])=[O:21])[CH:3]=1, predict the reactants needed to synthesize it. The reactants are: [Cl:1][C:2]1[C:7]2[O:8][C:9]3[CH2:14][CH2:13][NH:12][CH:11]([C:15]([N:17]([CH3:19])[CH3:18])=[O:16])[C:10]=3[C:6]=2[CH:5]=[C:4]([S:20]([C:23]2[CH:28]=[CH:27][CH:26]=[CH:25][CH:24]=2)(=[O:22])=[O:21])[CH:3]=1.Cl. (7) Given the product [NH:1]([C:30]([CH2:44][CH2:45][CH2:46][CH2:47][CH2:48][CH2:49][CH3:50])=[O:31])[C@H:2]([C:18]([NH:20][C@H:21]([C:26]([O:28][CH3:29])=[O:27])[CH2:22][CH:23]([CH3:25])[CH3:24])=[O:19])[CH2:3][C:4]1[CH:9]=[CH:8][C:7]([O:10][CH2:11][C:12]2[CH:17]=[CH:16][CH:15]=[CH:14][CH:13]=2)=[CH:6][CH:5]=1, predict the reactants needed to synthesize it. The reactants are: [NH:1]([C:30](OC(C)(C)C)=[O:31])[C@H:2]([C:18]([NH:20][C@H:21]([C:26]([O:28][CH3:29])=[O:27])[CH2:22][CH:23]([CH3:25])[CH3:24])=[O:19])[CH2:3][C:4]1[CH:9]=[CH:8][C:7]([O:10][CH2:11][C:12]2[CH:17]=[CH:16][CH:15]=[CH:14][CH:13]=2)=[CH:6][CH:5]=1.C(O)(C(F)(F)F)=O.[C:44](O)(=O)[CH2:45][CH2:46][CH2:47][CH2:48][CH2:49][CH2:50]C.F[P-](F)(F)(F)(F)F.N1(O[P+](N(C)C)(N(C)C)N(C)C)C2C=CC=CC=2N=N1.C(N(C(C)C)CC)(C)C.